This data is from Full USPTO retrosynthesis dataset with 1.9M reactions from patents (1976-2016). The task is: Predict the reactants needed to synthesize the given product. (1) Given the product [CH3:20][N:21]([CH3:22])[C:16]([CH:11]1[CH2:10][CH:9]2[N:8]([C:6]([O:5][C:1]([CH3:4])([CH3:3])[CH3:2])=[O:7])[CH:13]([CH2:14][CH2:15]2)[CH2:12]1)=[O:18], predict the reactants needed to synthesize it. The reactants are: [C:1]([O:5][C:6]([N:8]1[CH:13]2[CH2:14][CH2:15][CH:9]1[CH2:10][CH:11]([C:16]([OH:18])=O)[CH2:12]2)=[O:7])([CH3:4])([CH3:3])[CH3:2].Cl.[CH3:20][NH:21][CH3:22].CN(C(ON1N=NC2C=CC=NC1=2)=[N+](C)C)C.F[P-](F)(F)(F)(F)F.CCN(C(C)C)C(C)C. (2) Given the product [F:34][C:33]([F:36])([F:35])[C:37]([OH:39])=[O:38].[Cl:25][C:15]1[C:14]2[C:19](=[CH:20][C:11]([C:9]([NH:8][CH:7]([C:6]([OH:32])=[O:5])[CH2:26][OH:27])=[O:10])=[CH:12][CH:13]=2)[C:18]([NH:21][C:22]([NH2:24])=[NH:23])=[N:17][CH:16]=1, predict the reactants needed to synthesize it. The reactants are: C([O:5][C:6](=[O:32])[CH:7]([CH2:26][O:27]C(C)(C)C)[NH:8][C:9]([C:11]1[CH:20]=[C:19]2[C:14]([C:15]([Cl:25])=[CH:16][N:17]=[C:18]2[NH:21][C:22]([NH2:24])=[NH:23])=[CH:13][CH:12]=1)=[O:10])(C)(C)C.[C:33]([C:37]([OH:39])=[O:38])([F:36])([F:35])[F:34].